From a dataset of Full USPTO retrosynthesis dataset with 1.9M reactions from patents (1976-2016). Predict the reactants needed to synthesize the given product. (1) Given the product [Cl:10][C:7]1[CH:8]=[CH:9][C:4]([C@@H:2]([OH:3])[CH3:1])=[CH:5][CH:6]=1, predict the reactants needed to synthesize it. The reactants are: [CH3:1][C:2]([C:4]1[CH:9]=[CH:8][C:7]([Cl:10])=[CH:6][CH:5]=1)=[O:3]. (2) Given the product [N+:1]([C:4]1[CH:5]=[C:6]([CH:18]=[CH:19][CH:20]=1)[O:7][C:8]1[CH:9]=[CH:10][C:11]2[N:12]([CH:14]=[C:15]([NH:17][C:24]([CH:21]3[CH2:23][CH2:22]3)=[O:25])[N:16]=2)[CH:13]=1)([O-:3])=[O:2], predict the reactants needed to synthesize it. The reactants are: [N+:1]([C:4]1[CH:5]=[C:6]([CH:18]=[CH:19][CH:20]=1)[O:7][C:8]1[CH:9]=[CH:10][C:11]2[N:12]([CH:14]=[C:15]([NH2:17])[N:16]=2)[CH:13]=1)([O-:3])=[O:2].[CH:21]1([C:24](Cl)=[O:25])[CH2:23][CH2:22]1.